From a dataset of Full USPTO retrosynthesis dataset with 1.9M reactions from patents (1976-2016). Predict the reactants needed to synthesize the given product. (1) Given the product [Si:34]([O:41][CH2:42][C:13]1([CH3:16])[CH2:14][C:15]2[N:7]([CH2:6][O:5][CH2:4][CH2:3][Si:2]([CH3:33])([CH3:1])[CH3:32])[N:8]=[C:9]([C:29]([OH:31])=[O:30])[C:10]=2[CH2:11][CH2:12]1)([C:37]([CH3:40])([CH3:39])[CH3:38])([CH3:36])[CH3:35], predict the reactants needed to synthesize it. The reactants are: [CH3:1][Si:2]([CH3:33])([CH3:32])[CH2:3][CH2:4][O:5][CH2:6][N:7]1[C:15]2[CH2:14][CH:13]([C:16]3C=NN(COCC[Si](C)(C)C)C=3)[CH2:12][CH2:11][C:10]=2[C:9]([C:29]([OH:31])=[O:30])=[N:8]1.[Si:34]([O:41][CH2:42]C1(C)CCC(=O)CC1)([C:37]([CH3:40])([CH3:39])[CH3:38])([CH3:36])[CH3:35]. (2) Given the product [CH:11]1([CH2:14][NH:9][CH2:8][CH2:7][C:2]2[CH:3]=[CH:4][CH:5]=[CH:6][C:1]=2[CH3:10])[CH2:13][CH2:12]1, predict the reactants needed to synthesize it. The reactants are: [C:1]1([CH3:10])[CH:6]=[CH:5][CH:4]=[CH:3][C:2]=1[CH2:7][CH2:8][NH2:9].[CH:11]1([CH:14]=O)[CH2:13][CH2:12]1. (3) Given the product [CH3:15][O:14][N:16]=[CH:7][C:6]1[CH:9]=[CH:10][C:3]([C:2]([F:12])([F:11])[F:1])=[CH:4][CH:5]=1, predict the reactants needed to synthesize it. The reactants are: [F:1][C:2]([F:12])([F:11])[C:3]1[CH:10]=[CH:9][C:6]([CH:7]=O)=[CH:5][CH:4]=1.Cl.[O:14]([NH2:16])[CH3:15]. (4) Given the product [F:8][C:2]([F:1])([F:7])[C:3]([NH:11][CH:18]([CH2:17][CH2:16][CH2:22][CH3:23])[C:19]([OH:21])=[O:20])=[O:4], predict the reactants needed to synthesize it. The reactants are: [F:1][C:2]([F:8])([F:7])[C:3](OC)=[O:4].C([N:11](CC)CC)C.[CH2:16]([CH2:22][CH2:23]N)[CH2:17][CH2:18][C:19]([OH:21])=[O:20].Cl.